From a dataset of Reaction yield outcomes from USPTO patents with 853,638 reactions. Predict the reaction yield, written as a fraction of the theoretical maximum amount of product (1.0 means a 100% yield; for example, 0.34 means a 34% yield). (1) The reactants are [OH-].[Na+].C([O:6][C:7]1[CH:40]=[CH:39][C:38]([Cl:41])=[CH:37][C:8]=1[C:9]([NH:11][C@H:12]([C:20](=[O:36])[NH:21][C:22]1[CH:27]=[C:26]([C:28]([F:31])([F:30])[F:29])[CH:25]=[C:24]([C:32]([F:35])([F:34])[F:33])[CH:23]=1)[CH2:13][C:14]1[CH:19]=[CH:18][CH:17]=[CH:16][CH:15]=1)=[O:10])(=O)C.Cl. The catalyst is CO.O1CCCC1. The product is [Cl:41][C:38]1[CH:39]=[CH:40][C:7]([OH:6])=[C:8]([CH:37]=1)[C:9]([NH:11][C@H:12]([C:20](=[O:36])[NH:21][C:22]1[CH:27]=[C:26]([C:28]([F:29])([F:31])[F:30])[CH:25]=[C:24]([C:32]([F:33])([F:34])[F:35])[CH:23]=1)[CH2:13][C:14]1[CH:15]=[CH:16][CH:17]=[CH:18][CH:19]=1)=[O:10]. The yield is 0.568. (2) The reactants are Cl[C:2]1[C:3]2[CH:17]=[CH:16][C:15](=[O:18])[N:14]([C:19]3[C:24]([F:25])=[CH:23][CH:22]=[CH:21][C:20]=3[F:26])[C:4]=2[N:5]=[C:6]([NH:8][CH:9]([CH2:12][OH:13])[CH2:10][OH:11])[N:7]=1.[CH3:27][S:28][C:29]1[CH:34]=[CH:33][CH:32]=[CH:31][C:30]=1B(O)O.C([O-])([O-])=O.[K+].[K+]. The catalyst is O1CCOCC1.O.C1C=CC([P]([Pd]([P](C2C=CC=CC=2)(C2C=CC=CC=2)C2C=CC=CC=2)([P](C2C=CC=CC=2)(C2C=CC=CC=2)C2C=CC=CC=2)[P](C2C=CC=CC=2)(C2C=CC=CC=2)C2C=CC=CC=2)(C2C=CC=CC=2)C2C=CC=CC=2)=CC=1. The product is [CH3:27][S:28][C:29]1[CH:34]=[CH:33][CH:32]=[CH:31][C:30]=1[C:2]1[C:3]2[CH:17]=[CH:16][C:15](=[O:18])[N:14]([C:19]3[C:24]([F:25])=[CH:23][CH:22]=[CH:21][C:20]=3[F:26])[C:4]=2[N:5]=[C:6]([NH:8][CH:9]([CH2:12][OH:13])[CH2:10][OH:11])[N:7]=1. The yield is 0.890. (3) The reactants are [CH2:1]([O:4][C:5]1([CH3:34])[CH2:10][CH2:9][N:8]([C:11]2[N:16]3[N:17]=[C:18]([CH2:20]I)[CH:19]=[C:15]3[N:14]=[C:13]([CH3:22])[C:12]=2[C@H:23]([O:29][C:30]([CH3:33])([CH3:32])[CH3:31])[C:24]([O:26]CC)=[O:25])[CH2:7][CH2:6]1)[CH:2]=[CH2:3].[CH3:35][C:36]1[CH:37]=[CH:38][C:39]([O:44][C@H:45]([CH2:47][CH:48]=[CH2:49])[CH3:46])=[C:40]([CH2:42][OH:43])[CH:41]=1.[H-].[Na+]. The catalyst is CN(C=O)C.CCOC(C)=O. The product is [CH2:1]([O:4][C:5]1([CH3:34])[CH2:10][CH2:9][N:8]([C:11]2[N:16]3[N:17]=[C:18]([CH2:20][O:43][CH2:42][C:40]4[CH:41]=[C:36]([CH3:35])[CH:37]=[CH:38][C:39]=4[O:44][C@H:45]([CH2:47][CH:48]=[CH2:49])[CH3:46])[CH:19]=[C:15]3[N:14]=[C:13]([CH3:22])[C:12]=2[C@H:23]([O:29][C:30]([CH3:32])([CH3:31])[CH3:33])[C:24]([OH:26])=[O:25])[CH2:7][CH2:6]1)[CH:2]=[CH2:3]. The yield is 0.150. (4) The reactants are [H-].[Na+].[C:3]([O:7][C:8]([N:10]1[CH2:15][CH2:14][O:13][CH2:12][CH:11]1[CH2:16][OH:17])=[O:9])([CH3:6])([CH3:5])[CH3:4].[C:18]1([N:24]2[CH2:29][CH2:28][N:27]([C:30](OC3C=CC([N+]([O-])=O)=CC=3)=[O:31])[CH2:26][CH2:25]2)[CH:23]=[CH:22][CH:21]=[CH:20][CH:19]=1.C([O-])(O)=O.[Na+]. The catalyst is C1COCC1. The product is [C:3]([O:7][C:8]([N:10]1[CH2:15][CH2:14][O:13][CH2:12][CH:11]1[CH2:16][O:17][C:30]([N:27]1[CH2:28][CH2:29][N:24]([C:18]2[CH:19]=[CH:20][CH:21]=[CH:22][CH:23]=2)[CH2:25][CH2:26]1)=[O:31])=[O:9])([CH3:6])([CH3:5])[CH3:4]. The yield is 0.800. (5) The reactants are [CH3:1][C@H:2]1[CH2:7][NH:6][CH2:5][CH2:4][NH:3]1.Br[C:9]1[CH:14]=[CH:13][CH:12]=[CH:11][N:10]=1. No catalyst specified. The product is [CH3:1][C@@H:2]1[NH:3][CH2:4][CH2:5][N:6]([C:9]2[CH:14]=[CH:13][CH:12]=[CH:11][N:10]=2)[CH2:7]1. The yield is 0.670.